This data is from Forward reaction prediction with 1.9M reactions from USPTO patents (1976-2016). The task is: Predict the product of the given reaction. (1) Given the reactants [CH2:1]([O:8][C:9]1[C:18]([CH:19]([CH:21]2[CH2:23][CH2:22]2)O)=[C:17]2[C:12]([C:13](=[O:35])[C:14]([CH3:34])=[C:15]([CH:24]3[CH2:29][CH2:28][N:27]([C:30](=[O:33])[CH2:31][CH3:32])[CH2:26][CH2:25]3)[O:16]2)=[CH:11][CH:10]=1)[C:2]1[CH:7]=[CH:6][CH:5]=[CH:4][CH:3]=1.C([SiH](CC)CC)C.FC(F)(F)C(O)=O.C(=O)(O)[O-].[Na+], predict the reaction product. The product is: [CH2:1]([O:8][C:9]1[C:18]([CH2:19][CH:21]2[CH2:23][CH2:22]2)=[C:17]2[C:12]([C:13](=[O:35])[C:14]([CH3:34])=[C:15]([CH:24]3[CH2:29][CH2:28][N:27]([C:30](=[O:33])[CH2:31][CH3:32])[CH2:26][CH2:25]3)[O:16]2)=[CH:11][CH:10]=1)[C:2]1[CH:3]=[CH:4][CH:5]=[CH:6][CH:7]=1. (2) Given the reactants [N:1]1([C:7]2[CH:14]=[CH:13][C:10]([CH:11]=O)=[C:9]([C:15]([F:18])([F:17])[F:16])[CH:8]=2)[CH2:6][CH2:5][O:4][CH2:3][CH2:2]1.[CH3:19][C@H:20]1[CH2:25][NH:24][CH2:23][CH2:22][N:21]1[C:26]([O:28][C:29]([CH3:32])([CH3:31])[CH3:30])=[O:27].ClCCCl.C(O[BH-](OC(=O)C)OC(=O)C)(=O)C.[Na+], predict the reaction product. The product is: [CH3:19][C@H:20]1[CH2:25][N:24]([CH2:11][C:10]2[CH:13]=[CH:14][C:7]([N:1]3[CH2:6][CH2:5][O:4][CH2:3][CH2:2]3)=[CH:8][C:9]=2[C:15]([F:18])([F:17])[F:16])[CH2:23][CH2:22][N:21]1[C:26]([O:28][C:29]([CH3:30])([CH3:32])[CH3:31])=[O:27]. (3) Given the reactants [C:1]([C:5]1[CH:6]=[C:7]([CH:27]=[C:28]([C:30]([CH3:33])([CH3:32])[CH3:31])[CH:29]=1)[CH2:8][C@H:9]1[CH2:14][C@@H:13]([C:15](=[O:22])[CH2:16][C:17]([O:19]CC)=O)[CH2:12][CH2:11][N:10]1[C:23]([O:25][CH3:26])=[O:24])([CH3:4])([CH3:3])[CH3:2].[OH-].[Na+].[NH2:36]O.Cl, predict the reaction product. The product is: [C:30]([C:28]1[CH:27]=[C:7]([CH:6]=[C:5]([C:1]([CH3:3])([CH3:4])[CH3:2])[CH:29]=1)[CH2:8][C@H:9]1[CH2:14][C@@H:13]([C:15]2[O:22][NH:36][C:17](=[O:19])[CH:16]=2)[CH2:12][CH2:11][N:10]1[C:23]([O:25][CH3:26])=[O:24])([CH3:33])([CH3:32])[CH3:31]. (4) Given the reactants [Cl:1][C:2]1[CH:27]=[C:26]([Cl:28])[CH:25]=[C:24]([CH3:29])[C:3]=1[O:4][C:5]1[N:9]([CH3:10])[C:8]2[C:11]([CH:19]([CH2:22][CH3:23])[CH2:20][CH3:21])=[CH:12][CH:13]=[C:14]([C:15](OC)=[O:16])[C:7]=2[N:6]=1.[BH4-].[Li+], predict the reaction product. The product is: [Cl:1][C:2]1[CH:27]=[C:26]([Cl:28])[CH:25]=[C:24]([CH3:29])[C:3]=1[O:4][C:5]1[N:9]([CH3:10])[C:8]2[C:11]([CH:19]([CH2:22][CH3:23])[CH2:20][CH3:21])=[CH:12][CH:13]=[C:14]([CH2:15][OH:16])[C:7]=2[N:6]=1. (5) Given the reactants Cl[C:2]1[C:7]([CH2:8][CH3:9])=[C:6]([CH3:10])[N:5]=[C:4]([C:11]2[S:12][C:13]([Cl:16])=[CH:14][CH:15]=2)[N:3]=1.[NH2:17][C:18]1[CH:23]=[CH:22][C:21]([CH2:24][C:25]2[NH:26][CH:27]=[C:28]([C:30]([O:32][CH3:33])=[O:31])[N:29]=2)=[CH:20][CH:19]=1.Cl.C(=O)(O)[O-].[Na+], predict the reaction product. The product is: [Cl:16][C:13]1[S:12][C:11]([C:4]2[N:3]=[C:2]([NH:17][C:18]3[CH:19]=[CH:20][C:21]([CH2:24][C:25]4[NH:26][CH:27]=[C:28]([C:30]([O:32][CH3:33])=[O:31])[N:29]=4)=[CH:22][CH:23]=3)[C:7]([CH2:8][CH3:9])=[C:6]([CH3:10])[N:5]=2)=[CH:15][CH:14]=1. (6) Given the reactants [Br:1][C:2]1[C:7]2[O:8][CH2:9][CH2:10][NH:11][C:6]=2[CH:5]=[C:4]([C:12]([F:15])([F:14])[F:13])[CH:3]=1.[C:16](O[C:16]([O:18][C:19]([CH3:22])([CH3:21])[CH3:20])=[O:17])([O:18][C:19]([CH3:22])([CH3:21])[CH3:20])=[O:17], predict the reaction product. The product is: [Br:1][C:2]1[C:7]2[O:8][CH2:9][CH2:10][N:11]([C:16]([O:18][C:19]([CH3:22])([CH3:21])[CH3:20])=[O:17])[C:6]=2[CH:5]=[C:4]([C:12]([F:15])([F:14])[F:13])[CH:3]=1. (7) The product is: [CH:26]1([N:4]([CH:1]2[CH2:2][CH2:3]2)[C:5]([C:7]2[N:23]([CH2:24][CH3:25])[C:10]3=[N:11][C:12]([NH:19][C:20]4[S:21][CH:30]=[C:31]([CH2:32][CH3:33])[N:22]=4)=[C:13]4[N:17]=[CH:16][N:15]([CH3:18])[C:14]4=[C:9]3[CH:8]=2)=[O:6])[CH2:27][CH2:28]1. Given the reactants [CH:1]1([N:4]([CH:26]2[CH2:28][CH2:27]2)[C:5]([C:7]2[N:23]([CH2:24][CH3:25])[C:10]3=[N:11][C:12]([NH:19][C:20]([NH2:22])=[S:21])=[C:13]4[N:17]=[CH:16][N:15]([CH3:18])[C:14]4=[C:9]3[CH:8]=2)=[O:6])[CH2:3][CH2:2]1.Br[CH2:30][C:31](=O)[CH2:32][CH3:33], predict the reaction product. (8) Given the reactants [C:1]([O:5][C:6]([N:8]1[C@H:13]([CH2:14][NH2:15])[CH2:12][C@H:11]2[C@@H:9]1[CH2:10]2)=[O:7])([CH3:4])([CH3:3])[CH3:2].[Br:16][C:17]1[CH:18]=[C:19]([CH:23]=[CH:24][CH:25]=1)[C:20](O)=[O:21], predict the reaction product. The product is: [C:1]([O:5][C:6]([N:8]1[C@H:13]([CH2:14][NH:15][C:20](=[O:21])[C:19]2[CH:23]=[CH:24][CH:25]=[C:17]([Br:16])[CH:18]=2)[CH2:12][C@H:11]2[C@@H:9]1[CH2:10]2)=[O:7])([CH3:4])([CH3:3])[CH3:2].